Dataset: Reaction yield outcomes from USPTO patents with 853,638 reactions. Task: Predict the reaction yield, written as a fraction of the theoretical maximum amount of product (1.0 means a 100% yield; for example, 0.34 means a 34% yield). (1) The reactants are [C:1]([O:5][C:6](=[O:25])[NH:7][C@H:8]1[CH2:14][CH2:13][C@@H:12]([O:15][Si](C(C)(C)C)(C)C)[CH2:11][N:10]([CH3:23])[C:9]1=[O:24])([CH3:4])([CH3:3])[CH3:2].[F-].C([N+](CCCC)(CCCC)CCCC)CCC.O. The catalyst is C1COCC1. The product is [C:1]([O:5][C:6](=[O:25])[NH:7][C@H:8]1[CH2:14][CH2:13][C@@H:12]([OH:15])[CH2:11][N:10]([CH3:23])[C:9]1=[O:24])([CH3:4])([CH3:2])[CH3:3]. The yield is 0.720. (2) The reactants are [Cl:1][C:2]1[CH:7]=[C:6]([Cl:8])[CH:5]=[CH:4][C:3]=1[C:9]1[N:10]=[C:11]([CH:18]=[C:19]2[C:31]3[CH:30]=[CH:29][CH:28]=[CH:27][C:26]=3[C:25]3[C:20]2=[CH:21][CH:22]=[CH:23][CH:24]=3)[N:12]([CH2:14][C:15]([OH:17])=O)[CH:13]=1.[CH3:32][CH:33]([NH2:44])[C:34]1[C:43]2[C:38](=[CH:39][CH:40]=[CH:41][CH:42]=2)[CH:37]=[CH:36][CH:35]=1. No catalyst specified. The product is [Cl:1][C:2]1[CH:7]=[C:6]([Cl:8])[CH:5]=[CH:4][C:3]=1[C:9]1[N:10]=[C:11]([CH:18]=[C:19]2[C:20]3[CH:21]=[CH:22][CH:23]=[CH:24][C:25]=3[C:26]3[C:31]2=[CH:30][CH:29]=[CH:28][CH:27]=3)[N:12]([CH2:14][C:15]([NH:44][CH:33]([C:34]2[C:43]3[C:38](=[CH:39][CH:40]=[CH:41][CH:42]=3)[CH:37]=[CH:36][CH:35]=2)[CH3:32])=[O:17])[CH:13]=1. The yield is 0.880. (3) The reactants are [CH3:1][O:2][C:3]1[CH:12]=[CH:11][CH:10]=[C:9]2[C:4]=1[CH:5]=[CH:6][CH:7]=[C:8]2[OH:13].CCN(C(C)C)C(C)C.[O:23](S(C(F)(F)F)(=O)=O)[S:24]([C:27]([F:30])([F:29])[F:28])(=O)=[O:25]. The catalyst is ClCCl. The product is [F:28][C:27]([F:30])([F:29])[S:24]([O:13][C:8]1[C:9]2[C:4](=[C:3]([O:2][CH3:1])[CH:12]=[CH:11][CH:10]=2)[CH:5]=[CH:6][CH:7]=1)(=[O:25])=[O:23]. The yield is 0.850. (4) The reactants are S1[C:6]2[CH:7]=[CH:8][CH:9]=[CH:10][C:5]=2[C:4]([C:11]2[CH:20]=[CH:19][C:14]([C:15]([O:17][CH3:18])=[O:16])=[CH:13][CH:12]=2)=[CH:3][CH2:2]1.O[O:22][S:23]([O-:25])=O.[K+].[OH-].[Na+]. The catalyst is CO.O. The product is [O:22]=[S:23]1(=[O:25])[C:10]2[CH:9]=[CH:8][CH:7]=[CH:6][C:5]=2[C:4]([C:11]2[CH:12]=[CH:13][C:14]([C:15]([O:17][CH3:18])=[O:16])=[CH:19][CH:20]=2)=[CH:3][CH2:2]1. The yield is 0.910.